From a dataset of Full USPTO retrosynthesis dataset with 1.9M reactions from patents (1976-2016). Predict the reactants needed to synthesize the given product. (1) Given the product [CH:9]1([NH:8][C:6]2[C:5]([C:13]([F:16])([F:15])[F:14])=[CH:4][N:3]=[C:2]([NH:17][C:18]3[CH:23]=[CH:22][CH:21]=[CH:20][CH:19]=3)[N:7]=2)[CH2:12][CH2:11][CH2:10]1, predict the reactants needed to synthesize it. The reactants are: Cl[C:2]1[N:7]=[C:6]([NH:8][CH:9]2[CH2:12][CH2:11][CH2:10]2)[C:5]([C:13]([F:16])([F:15])[F:14])=[CH:4][N:3]=1.[NH2:17][C:18]1[CH:23]=[CH:22][CH:21]=[CH:20][CH:19]=1.C1(C)C=CC(S(O)(=O)=O)=CC=1. (2) Given the product [CH2:21]([N:24]([CH3:29])[CH2:25][C@@H:26]([CH3:27])[O:28][C:17]1[CH:16]=[CH:15][CH:14]=[C:13]2[C:18]=1[C:9]([NH:8][C:6]1[CH:5]=[CH:4][C:3]([OH:20])=[C:2]([Cl:1])[CH:7]=1)=[N:10][CH:11]=[N:12]2)[CH:22]=[CH2:23], predict the reactants needed to synthesize it. The reactants are: [Cl:1][C:2]1[CH:7]=[C:6]([NH:8][C:9]2[C:18]3[C:13](=[CH:14][CH:15]=[CH:16][C:17]=3F)[N:12]=[CH:11][N:10]=2)[CH:5]=[CH:4][C:3]=1[OH:20].[CH2:21]([N:24]([CH3:29])[CH2:25][C@H:26]([OH:28])[CH3:27])[CH:22]=[CH2:23]. (3) Given the product [CH2:1]([C:5]1[N:6]=[C:7]([CH3:27])[N:8]([CH2:35][C:36]2[CH:49]=[CH:48][C:39]([C:40]([N:42]3[CH2:47][CH2:46][O:45][CH2:44][CH2:43]3)=[O:41])=[CH:38][CH:37]=2)[C:9](=[O:26])[C:10]=1[CH2:11][C:12]1[CH:17]=[CH:16][C:15]([C:18]2[C:19]([C:24]#[N:25])=[CH:20][CH:21]=[CH:22][CH:23]=2)=[CH:14][CH:13]=1)[CH2:2][CH2:3][CH3:4], predict the reactants needed to synthesize it. The reactants are: [CH2:1]([C:5]1[N:6]=[C:7]([CH3:27])[NH:8][C:9](=[O:26])[C:10]=1[CH2:11][C:12]1[CH:17]=[CH:16][C:15]([C:18]2[C:19]([C:24]#[N:25])=[CH:20][CH:21]=[CH:22][CH:23]=2)=[CH:14][CH:13]=1)[CH2:2][CH2:3][CH3:4].C(=O)([O-])[O-].[K+].[K+].Cl[CH2:35][C:36]1[CH:49]=[CH:48][C:39]([C:40]([N:42]2[CH2:47][CH2:46][O:45][CH2:44][CH2:43]2)=[O:41])=[CH:38][CH:37]=1.CN(C)C=O. (4) Given the product [CH3:16][C:17]1[N:21]([C:22]2[CH:27]=[CH:26][C:25]([C:28]([F:30])([F:29])[F:31])=[CH:24][N:23]=2)[N:20]=[CH:19][C:18]=1[C:32]([NH:34][C:35]1[CH:36]=[N:37][C:38]([CH:41]2[CH2:46][CH2:45][N:44]([S:7]([C:10]([F:11])([F:12])[F:13])(=[O:8])=[O:9])[CH2:43][CH2:42]2)=[CH:39][CH:40]=1)=[O:33], predict the reactants needed to synthesize it. The reactants are: [F:11][C:10]([F:13])([F:12])[S:7](O[S:7]([C:10]([F:13])([F:12])[F:11])(=[O:9])=[O:8])(=[O:9])=[O:8].[CH3:16][C:17]1[N:21]([C:22]2[CH:27]=[CH:26][C:25]([C:28]([F:31])([F:30])[F:29])=[CH:24][N:23]=2)[N:20]=[CH:19][C:18]=1[C:32]([NH:34][C:35]1[CH:36]=[N:37][C:38]([CH:41]2[CH2:46][CH2:45][NH:44][CH2:43][CH2:42]2)=[CH:39][CH:40]=1)=[O:33].C(N(CC)CC)C.O. (5) Given the product [C:12]1([C:15]2[CH:16]=[CH:17][CH:18]=[CH:19][CH:20]=2)[CH:11]=[CH:10][C:9]([CH2:8][C@@H:7]([NH:21][C:22]([C:24]2[S:25][C:26]([C:29](=[O:31])[NH2:30])=[CH:27][CH:28]=2)=[O:23])[CH2:6][C@@H:5]([CH3:32])[C:4]([OH:33])=[O:3])=[CH:14][CH:13]=1, predict the reactants needed to synthesize it. The reactants are: C([O:3][C:4](=[O:33])[C@H:5]([CH3:32])[CH2:6][C@H:7]([NH:21][C:22]([C:24]1[S:25][C:26]([C:29](=[O:31])[NH2:30])=[CH:27][CH:28]=1)=[O:23])[CH2:8][C:9]1[CH:14]=[CH:13][C:12]([C:15]2[CH:20]=[CH:19][CH:18]=[CH:17][CH:16]=2)=[CH:11][CH:10]=1)C.[OH-].[Na+].